Task: Predict the product of the given reaction.. Dataset: Forward reaction prediction with 1.9M reactions from USPTO patents (1976-2016) (1) The product is: [NH2:22][C:19]1[N:18]=[CH:17][N:16]=[C:15]2[C:20]=1[N:21]=[C:13]([S:12][C:3]1[C:2]([Br:1])=[CH:11][C:6]3[O:7][CH2:8][CH2:9][O:10][C:5]=3[CH:4]=1)[N:14]2[CH2:23][CH2:24][CH:25]1[CH2:26][CH2:27][N:28]([C:36](=[O:37])[C@H:35]([NH:34][C:31](=[O:33])[CH3:32])[CH3:39])[CH2:29][CH2:30]1. Given the reactants [Br:1][C:2]1[C:3]([S:12][C:13]2[N:14]([CH2:23][CH2:24][CH:25]3[CH2:30][CH2:29][NH:28][CH2:27][CH2:26]3)[C:15]3[C:20]([N:21]=2)=[C:19]([NH2:22])[N:18]=[CH:17][N:16]=3)=[CH:4][C:5]2[O:10][CH2:9][CH2:8][O:7][C:6]=2[CH:11]=1.[C:31]([NH:34][C@H:35]([CH3:39])[C:36](O)=[O:37])(=[O:33])[CH3:32], predict the reaction product. (2) Given the reactants Cl[C:2]1[N:7]2[CH:8]=[CH:9][N:10]=[C:6]2[N:5]=[C:4]([Cl:11])[C:3]=1[C:12]1[C:17]([F:18])=[CH:16][C:15]([F:19])=[CH:14][C:13]=1[F:20].[CH3:21][CH:22]1[CH2:27][CH2:26][CH2:25][CH2:24][NH:23]1, predict the reaction product. The product is: [CH3:21][CH:22]1[CH2:27][CH2:26][CH2:25][CH2:24][N:23]1[C:2]1[N:7]2[CH:8]=[CH:9][N:10]=[C:6]2[N:5]=[C:4]([Cl:11])[C:3]=1[C:12]1[C:17]([F:18])=[CH:16][C:15]([F:19])=[CH:14][C:13]=1[F:20]. (3) Given the reactants [F-].C([N+](CCCC)(CCCC)CCCC)CCC.[N-]=C=O.[CH2:22]([O:29][C:30]1[CH:35]=[C:34]([I:36])[CH:33]=[CH:32][C:31]=1[N:37]1[S:41](=[O:43])(=[O:42])[N:40](CC[Si](C)(C)C)[C:39](=[O:50])[CH2:38]1)[C:23]1[CH:28]=[CH:27][CH:26]=[CH:25][CH:24]=1, predict the reaction product. The product is: [CH2:22]([O:29][C:30]1[CH:35]=[C:34]([I:36])[CH:33]=[CH:32][C:31]=1[N:37]1[S:41](=[O:43])(=[O:42])[NH:40][C:39](=[O:50])[CH2:38]1)[C:23]1[CH:24]=[CH:25][CH:26]=[CH:27][CH:28]=1. (4) The product is: [CH3:1][O:2][C:3]([C:5]1[S:6][C:7]([CH2:10][CH2:11][CH2:12][NH:13][CH2:32][CH2:31][CH2:30][C:26]2[CH:27]=[CH:28][CH:29]=[C:24]([Cl:23])[CH:25]=2)=[CH:8][CH:9]=1)=[O:4]. Given the reactants [CH3:1][O:2][C:3]([C:5]1[S:6][C:7]([CH2:10][CH2:11][CH2:12][NH2:13])=[CH:8][CH:9]=1)=[O:4].C(N(CC)C(C)C)(C)C.[Cl:23][C:24]1[CH:25]=[C:26]([CH2:30][CH2:31][CH:32]=O)[CH:27]=[CH:28][CH:29]=1.[BH4-].[Na+], predict the reaction product.